Dataset: Catalyst prediction with 721,799 reactions and 888 catalyst types from USPTO. Task: Predict which catalyst facilitates the given reaction. Reactant: [F:1][C:2]1[CH:3]=[C:4]([CH:25]=[CH:26][CH:27]=1)[CH2:5][NH:6][C:7]([C:9]1[C:10](/[CH:22]=[CH:23]/[CH3:24])=[N:11][C:12]([N:16]2[CH2:21][CH2:20][O:19][CH2:18][CH2:17]2)=[CH:13][C:14]=1[CH3:15])=[O:8]. The catalyst class is: 19. Product: [F:1][C:2]1[CH:3]=[C:4]([CH2:5][NH:6][C:7]([C:9]2[C:10]([CH2:22][CH2:23][CH3:24])=[N:11][C:12]([N:16]3[CH2:21][CH2:20][O:19][CH2:18][CH2:17]3)=[CH:13][C:14]=2[CH3:15])=[O:8])[CH:25]=[CH:26][CH:27]=1.